The task is: Predict which catalyst facilitates the given reaction.. This data is from Catalyst prediction with 721,799 reactions and 888 catalyst types from USPTO. (1) Reactant: C[N+]1([O-])CCOCC1.C([N+](CCC)(CCC)CCC)CC.[CH3:22][C:23]1([CH3:30])[CH:28]2[CH:24]1[CH2:25][CH2:26][CH:27]2[OH:29]. Product: [CH3:22][C:23]1([CH3:30])[CH:28]2[CH:24]1[CH2:25][CH2:26][C:27]2=[O:29]. The catalyst class is: 2. (2) Reactant: [NH:1]1[CH:5]=[C:4]([C:6]2[CH:7]=[C:8]([OH:12])[CH:9]=[CH:10][CH:11]=2)[N:3]=[CH:2]1.[CH3:13][O:14][C:15]1[CH:20]=[CH:19][C:18]([N:21]2[CH2:26][CH2:25][CH:24]([N:27]([CH3:31])[C:28](Cl)=[O:29])[CH2:23][CH2:22]2)=[CH:17][CH:16]=1. Product: [OH:12][C:8]1[CH:7]=[C:6]([C:4]2[N:3]=[CH:2][N:1]([C:28]([N:27]([CH:24]3[CH2:25][CH2:26][N:21]([C:18]4[CH:17]=[CH:16][C:15]([O:14][CH3:13])=[CH:20][CH:19]=4)[CH2:22][CH2:23]3)[CH3:31])=[O:29])[CH:5]=2)[CH:11]=[CH:10][CH:9]=1. The catalyst class is: 529.